Dataset: Full USPTO retrosynthesis dataset with 1.9M reactions from patents (1976-2016). Task: Predict the reactants needed to synthesize the given product. (1) Given the product [C:63]([C:52]1[C:51]([NH:50][C:14]([CH:11]2[CH2:10][CH2:9][N:8]([C:6]([O:5][C:1]([CH3:2])([CH3:3])[CH3:4])=[O:7])[CH2:13][CH2:12]2)=[O:16])=[CH:56][CH:55]=[CH:54][C:53]=1[C:57]1[CH:62]=[CH:61][CH:60]=[CH:59][CH:58]=1)(=[O:64])[NH2:65], predict the reactants needed to synthesize it. The reactants are: [C:1]([O:5][C:6]([N:8]1[CH2:13][CH2:12][CH:11]([C:14]([OH:16])=O)[CH2:10][CH2:9]1)=[O:7])([CH3:4])([CH3:3])[CH3:2].CN(C(ON1N=NC2C=CC=NC1=2)=[N+](C)C)C.F[P-](F)(F)(F)(F)F.CCN(C(C)C)C(C)C.[NH2:50][C:51]1[CH:56]=[CH:55][CH:54]=[C:53]([C:57]2[CH:62]=[CH:61][CH:60]=[CH:59][CH:58]=2)[C:52]=1[C:63]([NH2:65])=[O:64]. (2) The reactants are: [CH3:1][C:2]1[CH:11]=[C:10]([NH:12][CH2:13][CH2:14][NH2:15])[C:9]2[C:4](=[CH:5][CH:6]=[CH:7][CH:8]=2)[N:3]=1.C(N(CC)CC)C.[CH3:23][CH:24]([CH3:31])/[CH:25]=[CH:26]/[S:27](Cl)(=[O:29])=[O:28]. Given the product [CH3:23][CH:24]([CH3:31])/[CH:25]=[CH:26]/[S:27]([NH:15][CH2:14][CH2:13][NH:12][C:10]1[C:9]2[C:4](=[CH:5][CH:6]=[CH:7][CH:8]=2)[N:3]=[C:2]([CH3:1])[CH:11]=1)(=[O:29])=[O:28], predict the reactants needed to synthesize it. (3) Given the product [CH2:1]([C:5]1[N:6]=[C:7]([S:27][CH3:28])[NH:8][C:9](=[O:26])[C:10]=1[CH2:11][C:12]1[CH:17]=[CH:16][C:15]([C:18]2[C:19]([C:24]#[N:25])=[CH:20][CH:21]=[CH:22][CH:23]=2)=[CH:14][CH:13]=1)[CH2:2][CH2:3][CH3:4], predict the reactants needed to synthesize it. The reactants are: [CH2:1]([C:5]1[N:6]=[C:7]([SH:27])[NH:8][C:9](=[O:26])[C:10]=1[CH2:11][C:12]1[CH:17]=[CH:16][C:15]([C:18]2[C:19]([C:24]#[N:25])=[CH:20][CH:21]=[CH:22][CH:23]=2)=[CH:14][CH:13]=1)[CH2:2][CH2:3][CH3:4].[CH3:28]I.[OH-].[K+].CO. (4) Given the product [C:34]([NH:38][S:39]([C:42]1[CH:43]=[CH:44][CH:45]=[C:46]([C:2]2[CH:7]=[C:6]([C:8]3[N:13]=[C:12]([C:14]4[CH:19]=[CH:18][C:17]([C:20]([F:23])([F:22])[F:21])=[C:16]([O:24][CH2:25][C:26]([F:29])([F:28])[F:27])[CH:15]=4)[CH:11]=[C:10]([C:30]([F:33])([F:32])[F:31])[N:9]=3)[CH:5]=[CH:4][N:3]=2)[CH:47]=1)(=[O:41])=[O:40])([CH3:37])([CH3:35])[CH3:36], predict the reactants needed to synthesize it. The reactants are: Cl[C:2]1[CH:7]=[C:6]([C:8]2[N:13]=[C:12]([C:14]3[CH:19]=[CH:18][C:17]([C:20]([F:23])([F:22])[F:21])=[C:16]([O:24][CH2:25][C:26]([F:29])([F:28])[F:27])[CH:15]=3)[CH:11]=[C:10]([C:30]([F:33])([F:32])[F:31])[N:9]=2)[CH:5]=[CH:4][N:3]=1.[C:34]([NH:38][S:39]([C:42]1[CH:43]=[C:44](B(O)O)[CH:45]=[CH:46][CH:47]=1)(=[O:41])=[O:40])([CH3:37])([CH3:36])[CH3:35]. (5) Given the product [N+:12]([C:15]1[CH:22]=[CH:21][C:18]([CH2:3][CH2:2][C:1]([OH:9])=[O:8])=[CH:17][CH:16]=1)([O-:14])=[O:13], predict the reactants needed to synthesize it. The reactants are: [C:1]([O:9]CC)(=[O:8])[CH2:2][C:3](OCC)=O.[N+:12]([C:15]1[CH:22]=[CH:21][C:18](CBr)=[CH:17][CH:16]=1)([O-:14])=[O:13].[H-].[Na+].[OH-].[Na+]. (6) Given the product [N:33]1[CH:38]=[CH:37][N:36]=[CH:35][C:34]=1[C:39]1[N:41]=[C:15]([OH:31])[C:16]([C:22]2[C:23]([F:30])=[CH:24][C:25]([F:29])=[CH:26][C:27]=2[F:28])=[C:17]([OH:19])[N:40]=1, predict the reactants needed to synthesize it. The reactants are: N12CCCN=C1CCCCC2.C(O[C:15](=[O:31])[CH:16]([C:22]1[C:27]([F:28])=[CH:26][C:25]([F:29])=[CH:24][C:23]=1[F:30])[C:17]([O:19]CC)=O)C.Cl.[N:33]1[CH:38]=[CH:37][N:36]=[CH:35][C:34]=1[C:39]([NH2:41])=[NH:40].Cl. (7) Given the product [C:1]([C:3]1[CH:4]=[N:5][C:6]2[C:11]([C:12]=1[CH2:13][CH:14]([C:16]13[CH2:23][CH2:22][C:19]([NH:24][C:25](=[O:31])[O:26][C:27]([CH3:28])([CH3:29])[CH3:30])([CH2:20][CH2:21]1)[CH2:18][O:17]3)[OH:15])=[N:10][C:9]([O:32][CH2:34][CH2:35][O:36][CH:37]1[CH2:42][CH2:41][CH2:40][CH2:39][O:38]1)=[CH:8][CH:7]=2)#[N:2], predict the reactants needed to synthesize it. The reactants are: [C:1]([C:3]1[CH:4]=[N:5][C:6]2[CH:7]=[CH:8][C:9](=[O:32])[NH:10][C:11]=2[C:12]=1[CH2:13][CH:14]([C:16]12[CH2:23][CH2:22][C:19]([NH:24][C:25](=[O:31])[O:26][C:27]([CH3:30])([CH3:29])[CH3:28])([CH2:20][CH2:21]1)[CH2:18][O:17]2)[OH:15])#[N:2].Br[CH2:34][CH2:35][O:36][CH:37]1[CH2:42][CH2:41][CH2:40][CH2:39][O:38]1. (8) Given the product [Cl:1][C:2]1[CH:3]=[CH:4][C:5]([C:8]2[CH:9]=[C:10]3[C:14](=[C:15]([C:17]([NH2:19])=[O:18])[CH:16]=2)[NH:13][CH:12]=[C:11]3[CH:20]2[CH2:21][CH2:22][NH:23][CH2:24][CH2:25]2)=[CH:6][CH:7]=1, predict the reactants needed to synthesize it. The reactants are: [Cl:1][C:2]1[CH:7]=[CH:6][C:5]([C:8]2[CH:9]=[C:10]3[C:14](=[C:15]([C:17]([NH2:19])=[O:18])[CH:16]=2)[NH:13][CH:12]=[C:11]3[C:20]2[CH2:21][CH2:22][N:23](CC3C=CC=CC=3)[CH2:24][CH:25]=2)=[CH:4][CH:3]=1. (9) Given the product [CH2:1]([O:3][C:4]([C:5]1[C:10]([C:11]2[CH:16]=[CH:15][CH:14]=[CH:13][C:12]=2[F:17])=[N:28][C:26]([S:27][CH3:29])=[N:25][CH:6]=1)=[O:19])[CH3:2], predict the reactants needed to synthesize it. The reactants are: [CH2:1]([O:3][C:4](=[O:19])[C:5]([C:10](=O)[C:11]1[CH:16]=[CH:15][CH:14]=[CH:13][C:12]=1[F:17])=[CH:6]N(C)C)[CH3:2].S(O)(O)(=O)=O.[NH2:25][C:26](=[NH:28])[SH:27].[CH3:29]C([O-])=O.[Na+].O.